This data is from Drug-target binding data from BindingDB using IC50 measurements. The task is: Regression. Given a target protein amino acid sequence and a drug SMILES string, predict the binding affinity score between them. We predict pIC50 (pIC50 = -log10(IC50 in M); higher means more potent). Dataset: bindingdb_ic50. (1) The small molecule is O=C(Nc1cccc(-c2cnc3cc(Cl)ccn23)c1)NC1CC1. The target protein (P22607) has sequence MGAPACALALCVAVAIVAGASSESLGTEQRVVGRAAEVPGPEPGQQEQLVFGSGDAVELSCPPPGGGPMGPTVWVKDGTGLVPSERVLVGPQRLQVLNASHEDSGAYSCRQRLTQRVLCHFSVRVTDAPSSGDDEDGEDEAEDTGVDTGAPYWTRPERMDKKLLAVPAANTVRFRCPAAGNPTPSISWLKNGREFRGEHRIGGIKLRHQQWSLVMESVVPSDRGNYTCVVENKFGSIRQTYTLDVLERSPHRPILQAGLPANQTAVLGSDVEFHCKVYSDAQPHIQWLKHVEVNGSKVGPDGTPYVTVLKTAGANTTDKELEVLSLHNVTFEDAGEYTCLAGNSIGFSHHSAWLVVLPAEEELVEADEAGSVYAGILSYGVGFFLFILVVAAVTLCRLRSPPKKGLGSPTVHKISRFPLKRQVSLESNASMSSNTPLVRIARLSSGEGPTLANVSELELPADPKWELSRARLTLGKPLGEGCFGQVVMAEAIGIDKDRAA.... The pIC50 is 6.3. (2) The drug is O=C(c1ccc(O)cc1)c1cc(Br)c(O)cc1O. The target protein (P22303) has sequence MRPPQCLLHTPSLASPLLLLLLWLLGGGVGAEGREDAELLVTVRGGRLRGIRLKTPGGPVSAFLGIPFAEPPMGPRRFLPPEPKQPWSGVVDATTFQSVCYQYVDTLYPGFEGTEMWNPNRELSEDCLYLNVWTPYPRPTSPTPVLVWIYGGGFYSGASSLDVYDGRFLVQAERTVLVSMNYRVGAFGFLALPGSREAPGNVGLLDQRLALQWVQENVAAFGGDPTSVTLFGESAGAASVGMHLLSPPSRGLFHRAVLQSGAPNGPWATVGMGEARRRATQLAHLVGCPPGGTGGNDTELVACLRTRPAQVLVNHEWHVLPQESVFRFSFVPVVDGDFLSDTPEALINAGDFHGLQVLVGVVKDEGSYFLVYGAPGFSKDNESLISRAEFLAGVRVGVPQVSDLAAEAVVLHYTDWLHPEDPARLREALSDVVGDHNVVCPVAQLAGRLAAQGARVYAYVFEHRASTLSWPLWMGVPHGYEIEFIFGIPLDPSRNYTAEE.... The pIC50 is 8.3. (3) The small molecule is CCCc1c(C)c2cc3c(C)coc3cc2oc1=O. The target protein (O94788) has sequence MTSSKIEMPGEVKADPAALMASLHLLPSPTPNLEIKYTKIFINNEWQNSESGRVFPVYNPATGEQVCEVQEADKADIDKAVQAARLAFSLGSVWRRMDASERGRLLDKLADLVERDRAVLATMESLNGGKPFLQAFYVDLQGVIKTFRYYAGWADKIHGMTIPVDGDYFTFTRHEPIGVCGQIIPWNFPLLMFAWKIAPALCCGNTVVIKPAEQTPLSALYMGALIKEAGFPPGVINILPGYGPTAGAAIASHIGIDKIAFTGSTEVGKLIQEAAGRSNLKRVTLELGGKSPNIIFADADLDYAVEQAHQGVFFNQGQCCTAGSRIFVEESIYEEFVRRSVERAKRRVVGSPFDPTTEQGPQIDKKQYNKILELIQSGVAEGAKLECGGKGLGRKGFFIEPTVFSNVTDDMRIAKEEIFGPVQEILRFKTMDEVIERANNSDFGLVAAVFTNDINKALTVSSAMQAGTVWINCYNALNAQSPFGGFKMSGNGREMGEFGL.... The pIC50 is 6.1.